From a dataset of Full USPTO retrosynthesis dataset with 1.9M reactions from patents (1976-2016). Predict the reactants needed to synthesize the given product. (1) The reactants are: [CH3:1][O:2][C:3]1[C:8]([O:9][CH3:10])=[C:7]([O:11][CH2:12][C:13]2[CH:18]=[CH:17][CH:16]=[CH:15][CH:14]=2)[C:6]([CH3:19])=[C:5](Br)[N:4]=1.O1CCCC1.C([Li])CCC.[O:31]1[CH2:36][CH2:35][CH2:34][CH2:33][CH:32]1[O:37][CH2:38][CH2:39][CH2:40][CH2:41][CH2:42][CH2:43][CH2:44][CH2:45][CH2:46]Br. Given the product [CH3:1][O:2][C:3]1[C:8]([O:9][CH3:10])=[C:7]([O:11][CH2:12][C:13]2[CH:18]=[CH:17][CH:16]=[CH:15][CH:14]=2)[C:6]([CH3:19])=[C:5]([CH2:46][CH2:45][CH2:44][CH2:43][CH2:42][CH2:41][CH2:40][CH2:39][CH2:38][O:37][CH:32]2[CH2:33][CH2:34][CH2:35][CH2:36][O:31]2)[N:4]=1, predict the reactants needed to synthesize it. (2) Given the product [Br:1][C:2]1[CH:3]=[CH:4][C:5]([C:8]2[CH:13]=[CH:12][C:11]([C:14]([F:20])([F:21])[C:28]([CH3:29])([OH:27])[CH3:22])=[CH:10][CH:9]=2)=[CH:6][CH:7]=1, predict the reactants needed to synthesize it. The reactants are: [Br:1][C:2]1[CH:7]=[CH:6][C:5]([C:8]2[CH:13]=[CH:12][C:11]([C:14]([F:21])([F:20])C(OCC)=O)=[CH:10][CH:9]=2)=[CH:4][CH:3]=1.[CH3:22][Mg]I.C([O:27][CH2:28][CH3:29])C.Cl. (3) Given the product [Cl:1][C:2]1[N:7]=[C:6]2[CH:8]=[CH:9][N:10]([C:17]([O:16][C:13]([CH3:15])([CH3:14])[CH3:12])=[O:18])[C:5]2=[C:4]([CH3:11])[CH:3]=1, predict the reactants needed to synthesize it. The reactants are: [Cl:1][C:2]1[N:7]=[C:6]2[CH:8]=[CH:9][NH:10][C:5]2=[C:4]([CH3:11])[CH:3]=1.[CH3:12][C:13]([O:16][C:17](O[C:17]([O:16][C:13]([CH3:15])([CH3:14])[CH3:12])=[O:18])=[O:18])([CH3:15])[CH3:14]. (4) Given the product [Cl:24][C:20]1[CH:19]=[C:18]([C:15]2[CH:14]=[CH:13][C:12]([CH2:11][C@H:10]([NH:25][C@H:26]([C:28]([O:30][CH2:31][CH3:32])=[O:29])[CH3:27])[C:9]([OH:33])=[O:8])=[CH:17][CH:16]=2)[CH:23]=[CH:22][CH:21]=1, predict the reactants needed to synthesize it. The reactants are: C([O:8][C:9](=[O:33])[C@@H:10]([NH:25][C@H:26]([C:28]([O:30][CH2:31][CH3:32])=[O:29])[CH3:27])[CH2:11][C:12]1[CH:17]=[CH:16][C:15]([C:18]2[CH:23]=[CH:22][CH:21]=[C:20]([Cl:24])[CH:19]=2)=[CH:14][CH:13]=1)C1C=CC=CC=1. (5) Given the product [OH:15][C@H:13]([CH3:14])[C@H:12]([NH:16][S:17]([C:19]1[CH:20]=[CH:21][C:22]([C:25]#[C:26][C:27]2[CH:32]=[CH:31][C:30]([CH2:33][N:34]3[CH2:39][CH2:38][O:37][CH2:36][CH2:35]3)=[CH:29][CH:28]=2)=[CH:23][CH:24]=1)=[O:18])[C:11]([NH:2][OH:3])=[O:10], predict the reactants needed to synthesize it. The reactants are: Cl.[NH2:2][OH:3].C[O-].[Na+].CO.C[O:10][C:11](=O)[C@@H:12]([NH:16][S:17]([C:19]1[CH:24]=[CH:23][C:22]([C:25]#[C:26][C:27]2[CH:32]=[CH:31][C:30]([CH2:33][N:34]3[CH2:39][CH2:38][O:37][CH2:36][CH2:35]3)=[CH:29][CH:28]=2)=[CH:21][CH:20]=1)=[O:18])[C@H:13]([OH:15])[CH3:14].Cl. (6) Given the product [C:49]([OH:55])([C:51]([F:54])([F:53])[F:52])=[O:50].[NH2:35][CH2:34][C:33]([CH3:44])([CH3:43])[CH2:32][NH:31][C:29](=[O:30])[C:28]1[CH:45]=[CH:46][C:25]([NH:24][C:14]2[N:13]=[C:12]([NH:11][CH2:10][C:9]3[CH:47]=[CH:48][C:6]([O:5][CH2:4][CH2:3][CH2:2][Br:1])=[CH:7][CH:8]=3)[CH:17]=[C:16]([O:18][CH2:19][C:20]([F:23])([F:21])[F:22])[N:15]=2)=[CH:26][CH:27]=1, predict the reactants needed to synthesize it. The reactants are: [Br:1][CH2:2][CH2:3][CH2:4][O:5][C:6]1[CH:48]=[CH:47][C:9]([CH2:10][NH:11][C:12]2[CH:17]=[C:16]([O:18][CH2:19][C:20]([F:23])([F:22])[F:21])[N:15]=[C:14]([NH:24][C:25]3[CH:46]=[CH:45][C:28]([C:29]([NH:31][CH2:32][C:33]([CH3:44])([CH3:43])[CH2:34][NH:35]C(=O)OC(C)(C)C)=[O:30])=[CH:27][CH:26]=3)[N:13]=2)=[CH:8][CH:7]=1.[C:49]([OH:55])([C:51]([F:54])([F:53])[F:52])=[O:50].C(Cl)Cl. (7) Given the product [F:47][C:48]1[CH:53]=[C:52]([CH:51]=[CH:50][C:49]=1[O:57][CH2:58][CH2:59][N:60]1[CH2:65][CH2:64][CH2:63][CH2:62][CH2:61]1)[NH2:54], predict the reactants needed to synthesize it. The reactants are: NC1C=CC(OCCCN(C)C2N=C(C3C(C4C=C(NC(=O)C5C(F)=CC=CC=5F)C=CC=4)=NN4C=CC=CC=34)C=CN=2)=C(F)C=1.[F:47][C:48]1[CH:53]=[C:52]([N+:54]([O-])=O)[CH:51]=[CH:50][C:49]=1[O:57][CH2:58][CH2:59][N:60]1[CH2:65][CH2:64][CH2:63][CH2:62][CH2:61]1.